Dataset: Cav3 T-type calcium channel HTS with 100,875 compounds. Task: Binary Classification. Given a drug SMILES string, predict its activity (active/inactive) in a high-throughput screening assay against a specified biological target. (1) The compound is O=C(Nc1c(cc(cc1C)C)C)CCN(CCc1cc(OC)c(OC)cc1)C. The result is 0 (inactive). (2) The molecule is s1nnc(C(=O)N(C(C(=O)NC(C)(C)C)c2cc(OC)ccc2)CCOC)c1. The result is 0 (inactive). (3) The drug is O1c2cc(CNC(=O)C(CCC)C)ccc2OC1. The result is 0 (inactive). (4) The compound is O1C(Cc2c(C1)c(nc(N1CCN(CC1)C(=O)C(C)C)c2C#N)c1ccccc1)(C)C. The result is 0 (inactive). (5) The compound is S=c1[nH]c2c(c(c1)C)cccc2C. The result is 0 (inactive). (6) The molecule is O=c1n(c(nc2c1cccc2)C)c1ncccc1C. The result is 0 (inactive). (7) The compound is s1c(NC(=O)CCC(=O)N(CC2OCCC2)CC(=O)NCC2OCCC2)ncc1. The result is 0 (inactive). (8) The drug is s1c(c(C2c3c([nH]nc3OC(N)=C2C#N)C)cc1)C. The result is 0 (inactive).